From a dataset of Drug-target binding data from BindingDB using IC50 measurements. Regression. Given a target protein amino acid sequence and a drug SMILES string, predict the binding affinity score between them. We predict pIC50 (pIC50 = -log10(IC50 in M); higher means more potent). Dataset: bindingdb_ic50. (1) The drug is O=C(COc1ccccc1-c1ccccc1)NN=Cc1sc(Nc2ccccc2)nc1Cl. The target protein (P63279) has sequence MSGIALSRLAQERKAWRKDHPFGFVAVPTKNPDGTMNLMNWECAIPGKKGTPWEGGLFKLRMLFKDDYPSSPPKCKFEPPLFHPNVYPSGTVCLSILEEDKDWRPAITIKQILLGIQELLNEPNIQDPAQAEAYTIYCQNRVEYEKRVRAQAKKFAPS. The pIC50 is 4.9. (2) The drug is CP(=O)(O)CC[C@H](N)C(=O)O. The target protein (P0A9C5) has sequence MSAEHVLTMLNEHEVKFVDLRFTDTKGKEQHVTIPAHQVNAEFFEEGKMFDGSSIGGWKGINESDMVLMPDASTAVIDPFFADSTLIIRCDILEPGTLQGYDRDPRSIAKRAEDYLRSTGIADTVLFGPEPEFFLFDDIRFGSSISGSHVAIDDIEGAWNSSTQYEGGNKGHRPAVKGGYFPVPPVDSAQDIRSEMCLVMEQMGLVVEAHHHEVATAGQNEVATRFNTMTKKADEIQIYKYVVHNVAHRFGKTATFMPKPMFGDNGSGMHCHMSLSKNGVNLFAGDKYAGLSEQALYYIGGVIKHAKAINALANPTTNSYKRLVPGYEAPVMLAYSARNRSASIRIPVVSSPKARRIEVRFPDPAANPYLCFAALLMAGLDGIKNKIHPGEAMDKNLYDLPPEEAKEIPQVAGSLEEALNELDLDREFLKAGGVFTDEAIDAYIALRREEDDRVRMTPHPVEFELYYSV. The pIC50 is 5.9. (3) The drug is COc1ccc(Cc2c(C)[nH]n(-c3nc4ccccc4[nH]3)c2=O)cc1. The target protein (Q96Q83) has sequence MEEKRRRARVQGAWAAPVKSQAIAQPATTAKSHLHQKPGQTWKNKEHHLSDREFVFKEPQQVVRRAPEPRVIDREGVYEISLSPTGVSRVCLYPGFVDVKEADWILEQLCQDVPWKQRTGIREDITYQQPRLTAWYGELPYTYSRITMEPNPHWHPVLRTLKNRIEENTGHTFNSLLCNLYRNEKDSVDWHSDDEPSLGRCPIIASLSFGATRTFEMRKKPPPEENGDYTYVERVKIPLDHGTLLIMEGATQADWQHRVPKEYHSREPRVNLTFRTVYPDPRGAPW. The pIC50 is 6.2. (4) The pIC50 is 5.2. The target protein (P36025) has sequence MTSLDDSVLTKKNIALLDNATNYIRPAIDYFHFKFNYDSLDVSTTWRLLLKMRKHKLLRLPSCSSENEFDYSIYMARLYHCIWRRWSIKHFNLDEYKIDPLSINWNKEIDVTVLYGPDLVGIHEREQPTPTDFPMGNIKEQGKQLLDVRKEGSASSLLKKGSVFYSKGKWLSQRSISFDDTVRRRDIDKRGRFRESCVLINDVEQFQNYSIVWDESRHRYRRQALPDTYDYEHLYPNGDETPRNTPHDNIIIHQNLHSITEGSYIYIK. The small molecule is Cc1ccc(-c2nnc(SCc3cc(=O)c(O)co3)n2N)cc1. (5) The drug is CC1(NC(=O)c2ncccc2Cl)CCN(c2ccc(-c3cc(OC[C@@H]4CNCCO4)cn4ncc(C#N)c34)cn2)CC1. The target protein sequence is MAKATSGAAGLRLLLLLLLPLLGKVALGLYFSRDAYWEKLYVDQAAGTPLLYVHALRDAPEEVPSFRLGQHLYGTYRTRLHENNWICIQEDTGLLYLNRSLDHSSWEKLSVRNRGFPLLTVYLKVFLSPTSLREGECQWPGCARVYFSFFNTSFPACSSLKPRELCFPETRPSFRIRENRPPGTFHQFRLLPVQFLCPNISVAYRLLEGEGLPFRCAPDSLEVSTRWALDREQREKYELVAVCTVHAGAREEVVMVPFPVTVYDEDDSAPTFPAGVDTASAVVEFKRKEDTVVATLRVFDADVVPASGELVRRYTSTLLPGDTWAQQTFRVEHWPNETSVQANGSFVRATVHDYRLVLNRNLSISENRTMQLAVLVNDSDFQGPGAGVLLLHFNVSVLPVSLHLPSTYSLSVSRRARRFAQIGKVCVENCQAFSGINVQYKLHSSGANCSTLGVVTSAEDTSGILFVNDTKALRRPKCAELHYMVVATDQQTSRQAQAQL.... The pIC50 is 7.2. (6) The small molecule is C[C@]1(/C=C/C[n+]2ccccc2)[C@H](C(=O)O)N2C(=O)C[C@H]2S1(=O)=O. The target protein sequence is MKNLISIIIILCLTLSIMTPYAQATNSDVTPVQAANQYGYAGLSAAYEPTSAVNVSQTGQLLYQYNIDTKWNPASMTKLMTMYLTLEAVNKGQLSLDDTVTMTNKEYIMSTLPELSNTKLYPGQVWTIADLLQITVSNSSNAAALILAKKVSKNTSDFVDLMNNKAKAIGMKNTHFVNPTGAENSRLRTFAPTKYKDQERTVTTARDYAILDLHVIKETPKILDFTKQLAPTTLAVTYYTFNFSLEGAKMSLPGTDGLKTGSSDTANYNHTITTKRGKFRINQVIMGAGDYKNLGGEKQRNMMGNALMERSFDQYKYVKILSKGEQRINGKKYYVENDLYDVLPSDFSKKDYKLVVEDGKVHADYPREFINKDYGPPTVEVHQPIIQKANTVAKSMWEEHPLFTIIGGTCLVAGLALIVHMIINRLFRKRK. The pIC50 is 4.8. (7) The target protein (P17516) has sequence MDPKYQRVELNDGHFMPVLGFGTYAPPEVPRNRAVEVTKLAIEAGFRHIDSAYLYNNEEQVGLAIRSKIADGSVKREDIFYTSKLWCTFFQPQMVQPALESSLKKLQLDYVDLYLLHFPMALKPGETPLPKDENGKVIFDTVDLSATWEVMEKCKDAGLAKSIGVSNFNCRQLEMILNKPGLKYKPVCNQVECHPYLNQSKLLDFCKSKDIVLVAHSALGTQRHKLWVDPNSPVLLEDPVLCALAKKHKQTPALIALRYQLQRGVVVLAKSYNEQRIRENIQVFEFQLTSEDMKVLDGLNRNYRYVVMDFLMDHPDYPFSDEY. The small molecule is O=S(=O)(c1cccc(-c2nnn[nH]2)c1)N1CCc2ccccc2C1. The pIC50 is 4.5.